This data is from Reaction yield outcomes from USPTO patents with 853,638 reactions. The task is: Predict the reaction yield, written as a fraction of the theoretical maximum amount of product (1.0 means a 100% yield; for example, 0.34 means a 34% yield). The reactants are [O:1]1[CH2:6][CH2:5][CH:4]([C:7]([OH:9])=O)[CH2:3][CH2:2]1.C[N+]1(C2N=C(OC)N=C(OC)N=2)CCOCC1.[Cl-].[F:28][C:29]([F:52])([F:51])[C:30]1[CH:35]=[CH:34][C:33]([C@@H:36]2[NH:42][CH2:41][C:40]3[CH:43]=[CH:44][C:45]([C:47]([O:49][CH3:50])=[O:48])=[CH:46][C:39]=3[O:38][CH2:37]2)=[CH:32][CH:31]=1. The catalyst is CN(C=O)C.CCOC(C)=O. The product is [O:1]1[CH2:2][CH2:3][CH:4]([C:7]([N:42]2[CH2:41][C:40]3[CH:43]=[CH:44][C:45]([C:47]([O:49][CH3:50])=[O:48])=[CH:46][C:39]=3[O:38][CH2:37][C@@H:36]2[C:33]2[CH:34]=[CH:35][C:30]([C:29]([F:51])([F:28])[F:52])=[CH:31][CH:32]=2)=[O:9])[CH2:5][CH2:6]1. The yield is 0.280.